From a dataset of Reaction yield outcomes from USPTO patents with 853,638 reactions. Predict the reaction yield, written as a fraction of the theoretical maximum amount of product (1.0 means a 100% yield; for example, 0.34 means a 34% yield). (1) The reactants are [CH2:1]1[CH2:6][C@@H:5]([NH2:7])[C@H:4]([NH2:8])[CH2:3][CH2:2]1.C(O[BH-](OC(=O)C)OC(=O)C)(=O)C.[Na+].O=[C:24]1[CH2:29][CH2:28][N:27]([C:30]([O:32][C:33]([CH3:36])([CH3:35])[CH3:34])=[O:31])[CH2:26][CH2:25]1.C(=O)(O)[O-].[Na+]. The catalyst is ClCCl. The product is [NH2:7][C@@H:5]1[CH2:6][CH2:1][CH2:2][CH2:3][C@H:4]1[NH:8][CH:24]1[CH2:29][CH2:28][N:27]([C:30]([O:32][C:33]([CH3:36])([CH3:35])[CH3:34])=[O:31])[CH2:26][CH2:25]1. The yield is 0.660. (2) The reactants are [NH2:1][C:2]1[CH:3]=[C:4]([C:8]2[O:9][C:10]([CH3:28])=[C:11]([C:13]([N:15]([CH2:23][C:24]([O:26][CH3:27])=[O:25])[CH2:16][C:17]3[CH:22]=[CH:21][CH:20]=[CH:19][N:18]=3)=[O:14])[N:12]=2)[CH:5]=[CH:6][CH:7]=1.C(N(CC)CC)C.[CH:36]1([C:39](Cl)=[O:40])[CH2:38][CH2:37]1. The catalyst is ClCCl. The product is [CH:36]1([C:39]([NH:1][C:2]2[CH:3]=[C:4]([C:8]3[O:9][C:10]([CH3:28])=[C:11]([C:13]([N:15]([CH2:23][C:24]([O:26][CH3:27])=[O:25])[CH2:16][C:17]4[CH:22]=[CH:21][CH:20]=[CH:19][N:18]=4)=[O:14])[N:12]=3)[CH:5]=[CH:6][CH:7]=2)=[O:40])[CH2:38][CH2:37]1. The yield is 0.510. (3) The reactants are [CH3:1][CH2:2][C:3](=O)[CH2:4][C:5](=O)[CH2:6][CH3:7].O.[NH2:11][NH2:12]. No catalyst specified. The product is [CH2:2]([C:3]1[CH:4]=[C:5]([CH2:6][CH3:7])[NH:12][N:11]=1)[CH3:1]. The yield is 0.878. (4) The reactants are [Br:1][C:2]1[C:7](=[O:8])[N:6]([CH2:9][C:10]([NH:12][CH2:13][C:14]2[CH:19]=[CH:18][N:17]=[CH:16][CH:15]=2)=[O:11])[N:5]=[CH:4][C:3]=1[NH:20][CH:21]1[CH:28]2[CH2:29][CH:24]3[CH2:25][C:26]([O:31]COC)([CH2:30][CH:22]1[CH2:23]3)[CH2:27]2.[ClH:35].CO. No catalyst specified. The product is [ClH:35].[Br:1][C:2]1[C:7](=[O:8])[N:6]([CH2:9][C:10]([NH:12][CH2:13][C:14]2[CH:19]=[CH:18][N:17]=[CH:16][CH:15]=2)=[O:11])[N:5]=[CH:4][C:3]=1[NH:20][CH:21]1[CH:22]2[CH2:23][CH:24]3[CH2:25][C:26]([OH:31])([CH2:27][CH:28]1[CH2:29]3)[CH2:30]2. The yield is 0.510.